This data is from Reaction yield outcomes from USPTO patents with 853,638 reactions. The task is: Predict the reaction yield, written as a fraction of the theoretical maximum amount of product (1.0 means a 100% yield; for example, 0.34 means a 34% yield). (1) The reactants are [H-].[Na+].[CH2:3]([O:5][C:6]([C:8]1[NH:9][C:10]2[C:15]([CH:16]=1)=[CH:14][C:13]([Cl:17])=[CH:12][CH:11]=2)=[O:7])[CH3:4].[CH3:18][C:19]1[CH:20]=[C:21]([CH:24]=[CH:25][CH:26]=1)[CH2:22]Br.O. The catalyst is CN(C=O)C. The product is [CH2:3]([O:5][C:6]([C:8]1[N:9]([CH2:18][C:19]2[CH:26]=[CH:25][CH:24]=[C:21]([CH3:22])[CH:20]=2)[C:10]2[C:15]([CH:16]=1)=[CH:14][C:13]([Cl:17])=[CH:12][CH:11]=2)=[O:7])[CH3:4]. The yield is 0.950. (2) The reactants are [O:1]=[C:2]1[CH2:6][S:5][C:4](=[S:7])[N:3]1[CH2:8][CH2:9][C:10]([OH:12])=[O:11].[CH3:13][O:14][C:15]1[CH:22]=[CH:21][C:20]([O:23][CH3:24])=[CH:19][C:16]=1[CH:17]=O.N1CCCCC1. The catalyst is C(O)C. The product is [CH3:13][O:14][C:15]1[CH:22]=[CH:21][C:20]([O:23][CH3:24])=[CH:19][C:16]=1/[CH:17]=[C:6]1/[C:2](=[O:1])[N:3]([CH2:8][CH2:9][C:10]([OH:12])=[O:11])[C:4](=[S:7])[S:5]/1. The yield is 0.850. (3) The reactants are CC(C)([O-])C.[K+].Cl.[F:8][C:9]1[CH:14]=[CH:13][C:12]([NH:15][NH2:16])=[CH:11][CH:10]=1.C(O[CH:20]=[CH:21][C:22]#[N:23])C. The catalyst is C(O)(C)(C)C. The product is [F:8][C:9]1[CH:14]=[CH:13][C:12]([N:15]2[CH:20]=[CH:21][C:22]([NH2:23])=[N:16]2)=[CH:11][CH:10]=1. The yield is 0.420. (4) The reactants are [NH:1]1[C:9]2[C:4](=[CH:5][CH:6]=[CH:7][CH:8]=2)[CH2:3][C:2]1=[O:10].[CH3:11][S:12](Cl)(=[O:14])=[O:13].[Cl-].[Cl-].[Cl-].[Al+3].Cl. The catalyst is ClC(Cl)C.CO. The product is [CH3:11][S:12]([C:6]1[CH:5]=[C:4]2[C:9](=[CH:8][CH:7]=1)[NH:1][C:2](=[O:10])[CH2:3]2)(=[O:14])=[O:13]. The yield is 0.420.